From a dataset of Peptide-MHC class II binding affinity with 134,281 pairs from IEDB. Regression. Given a peptide amino acid sequence and an MHC pseudo amino acid sequence, predict their binding affinity value. This is MHC class II binding data. (1) The peptide sequence is EKKYFAATQFEPLKA. The MHC is HLA-DQA10301-DQB10302 with pseudo-sequence HLA-DQA10301-DQB10302. The binding affinity (normalized) is 0.431. (2) The peptide sequence is KGILGFVFTLTVPSE. The MHC is DRB1_0701 with pseudo-sequence DRB1_0701. The binding affinity (normalized) is 0.759. (3) The peptide sequence is SQDLELQWNLNGLQAY. The binding affinity (normalized) is 0.481. The MHC is HLA-DQA10301-DQB10302 with pseudo-sequence HLA-DQA10301-DQB10302. (4) The peptide sequence is YFKVAATAANAAPAN. The MHC is DRB1_0401 with pseudo-sequence DRB1_0401. The binding affinity (normalized) is 0.618. (5) The peptide sequence is DFQVTIAEILIIIMR. The MHC is DRB1_0101 with pseudo-sequence DRB1_0101. The binding affinity (normalized) is 0.535. (6) The peptide sequence is MWRSRADEINAIFEE. The MHC is HLA-DQA10501-DQB10303 with pseudo-sequence HLA-DQA10501-DQB10303. The binding affinity (normalized) is 0.462.